Dataset: Peptide-MHC class II binding affinity with 134,281 pairs from IEDB. Task: Regression. Given a peptide amino acid sequence and an MHC pseudo amino acid sequence, predict their binding affinity value. This is MHC class II binding data. The peptide sequence is YNAVLTHVKINDKCP. The MHC is DRB1_0901 with pseudo-sequence DRB1_0901. The binding affinity (normalized) is 0.0992.